This data is from Reaction yield outcomes from USPTO patents with 853,638 reactions. The task is: Predict the reaction yield, written as a fraction of the theoretical maximum amount of product (1.0 means a 100% yield; for example, 0.34 means a 34% yield). (1) No catalyst specified. The reactants are [ClH:1].[CH2:2]([C:7]1[N:8]=[C:9]([NH2:12])[NH:10][CH:11]=1)[CH2:3][CH2:4][C:5]#[CH:6].[N:13]([CH2:16][C:17]1[O:18][CH:19]=[CH:20][CH:21]=1)=[N+:14]=[N-:15]. The product is [ClH:1].[O:18]1[CH:19]=[CH:20][CH:21]=[C:17]1[CH2:16][N:13]1[CH:6]=[C:5]([CH2:4][CH2:3][CH2:2][C:7]2[N:8]=[C:9]([NH2:12])[NH:10][CH:11]=2)[N:15]=[N:14]1. The yield is 0.500. (2) The reactants are [C:1]([NH:5][C:6]([C:8]1[CH:13]=[CH:12][C:11](Br)=[CH:10][N:9]=1)=[O:7])([CH3:4])([CH3:3])[CH3:2].[Cl:15][C:16]1[CH:21]=[C:20]([C:22]#[C:23][Si](C)(C)C)[CH:19]=[CH:18][N:17]=1.CCN(CC)CC.CCCC[N+](CCCC)(CCCC)CCCC.[F-]. The catalyst is C1COCC1.C1C=CC(P(C2C=CC=CC=2)C2C=CC=CC=2)=CC=1.C1C=CC(P(C2C=CC=CC=2)C2C=CC=CC=2)=CC=1.Cl[Pd]Cl.[Cu]I. The product is [C:1]([NH:5][C:6]([C:8]1[CH:13]=[CH:12][C:11]([C:23]#[C:22][C:20]2[CH:19]=[CH:18][N:17]=[C:16]([Cl:15])[CH:21]=2)=[CH:10][N:9]=1)=[O:7])([CH3:4])([CH3:3])[CH3:2]. The yield is 0.730.